From a dataset of Peptide-MHC class I binding affinity with 185,985 pairs from IEDB/IMGT. Regression. Given a peptide amino acid sequence and an MHC pseudo amino acid sequence, predict their binding affinity value. This is MHC class I binding data. (1) The binding affinity (normalized) is 0.741. The MHC is H-2-Kb with pseudo-sequence H-2-Kb. The peptide sequence is IGYKLTGV. (2) The peptide sequence is FSKLASSAF. The MHC is SLA-20401 with pseudo-sequence SLA-20401. The binding affinity (normalized) is 0.0847.